From a dataset of Oral bioavailability binary classification data from Ma et al.. Regression/Classification. Given a drug SMILES string, predict its absorption, distribution, metabolism, or excretion properties. Task type varies by dataset: regression for continuous measurements (e.g., permeability, clearance, half-life) or binary classification for categorical outcomes (e.g., BBB penetration, CYP inhibition). Dataset: bioavailability_ma. (1) The drug is C=CCN1CC[C@]23c4c5ccc(O)c4O[C@H]2C(=O)CC[C@@]3(O)[C@H]1C5. The result is 0 (low bioavailability). (2) The drug is O=C(O)CCCc1ccc(N(CCCl)CCCl)cc1. The result is 1 (high bioavailability). (3) The drug is COc1cc2nc(N3CCN(C(=O)C4CCCO4)CC3)nc(N)c2cc1OC. The result is 1 (high bioavailability). (4) The drug is Nc1nc(=O)c2ncn(COCCO)c2[nH]1. The result is 0 (low bioavailability). (5) The drug is CCC[C@@H]1C[C@@H](C(=O)NC(C(C)Cl)[C@H]2O[C@H](SC)[C@H](O)[C@@H](O)[C@H]2O)N(C)C1. The result is 1 (high bioavailability).